This data is from Full USPTO retrosynthesis dataset with 1.9M reactions from patents (1976-2016). The task is: Predict the reactants needed to synthesize the given product. (1) The reactants are: [CH2:1]([O:3][C:4]([C:6]1[N:7]([CH2:18][Si](C)(C)C)[N:8]=[N:9][C:10]=1[C:11]1[CH:16]=[CH:15][C:14]([Br:17])=[CH:13][CH:12]=1)=[O:5])[CH3:2].O.CCCC[N+](CCCC)(CCCC)CCCC.[F-]. Given the product [CH2:1]([O:3][C:4]([C:6]1[N:7]([CH3:18])[N:8]=[N:9][C:10]=1[C:11]1[CH:16]=[CH:15][C:14]([Br:17])=[CH:13][CH:12]=1)=[O:5])[CH3:2], predict the reactants needed to synthesize it. (2) Given the product [C:5]([C:4]1[CH:7]=[CH:8][C:9]([N:11]([CH2:12][CH2:13][C:14]([F:17])([F:16])[F:15])[C@H:21]([C:22]([O:24][C:25]([CH3:28])([CH3:27])[CH3:26])=[O:23])[CH3:29])=[CH:10][C:3]=1[C:2]([F:18])([F:19])[F:1])#[N:6], predict the reactants needed to synthesize it. The reactants are: [F:1][C:2]([F:19])([F:18])[C:3]1[CH:10]=[C:9]([NH:11][CH2:12][CH2:13][C:14]([F:17])([F:16])[F:15])[CH:8]=[CH:7][C:4]=1[C:5]#[N:6].Br[CH:21]([CH3:29])[C:22]([O:24][C:25]([CH3:28])([CH3:27])[CH3:26])=[O:23]. (3) Given the product [C:14]([C:11]1([NH:17][CH:18]([CH3:20])[CH3:19])[CH2:12][CH2:13][NH:8][CH2:9][CH2:10]1)(=[O:15])[NH2:16], predict the reactants needed to synthesize it. The reactants are: C([N:8]1[CH2:13][CH2:12][C:11]([NH:17][CH:18]([CH3:20])[CH3:19])([C:14]([NH2:16])=[O:15])[CH2:10][CH2:9]1)C1C=CC=CC=1.C(O)=O.